From a dataset of Reaction yield outcomes from USPTO patents with 853,638 reactions. Predict the reaction yield, written as a fraction of the theoretical maximum amount of product (1.0 means a 100% yield; for example, 0.34 means a 34% yield). (1) The yield is 0.720. The catalyst is C(O)C. The product is [C:3]([O:7][C@@H:8]([C:15]1[C:16]([CH3:44])=[N:17][C:18]([CH3:43])=[C:19]([C:27]2[CH:32]=[CH:31][C:30]([O:33][CH2:34][CH2:35][C:36]3[CH:41]=[CH:40][C:39]([F:42])=[CH:38][CH:37]=3)=[CH:29][CH:28]=2)[C:20]=1[N:21]1[CH2:24][C:23]([CH3:26])([CH3:25])[CH2:22]1)[C:9]([OH:11])=[O:10])([CH3:6])([CH3:4])[CH3:5]. The reactants are [OH-].[Na+].[C:3]([O:7][C@@H:8]([C:15]1[C:16]([CH3:44])=[N:17][C:18]([CH3:43])=[C:19]([C:27]2[CH:32]=[CH:31][C:30]([O:33][CH2:34][CH2:35][C:36]3[CH:41]=[CH:40][C:39]([F:42])=[CH:38][CH:37]=3)=[CH:29][CH:28]=2)[C:20]=1[N:21]1[CH2:24][C:23]([CH3:26])([CH3:25])[CH2:22]1)[C:9]([O:11]C(C)C)=[O:10])([CH3:6])([CH3:5])[CH3:4].Cl. (2) The reactants are [Si:1]([O:8][N:9]=[C:10]1[C:18]2[C:13](=[CH:14][C:15](Br)=[CH:16][CH:17]=2)[CH2:12][CH2:11]1)([C:4]([CH3:7])([CH3:6])[CH3:5])([CH3:3])[CH3:2].[F:20][C:21]([F:39])([F:38])[C:22]1[CH:27]=[CH:26][CH:25]=[CH:24][C:23]=1[C:28]1[O:36][C:31]2=[CH:32][N:33]=[CH:34][CH:35]=[C:30]2[C:29]=1[NH2:37].C([O-])([O-])=O.[Cs+].[Cs+]. The catalyst is C1(C)C=CC=CC=1.C1C=CC(/C=C/C(/C=C/C2C=CC=CC=2)=O)=CC=1.C1C=CC(/C=C/C(/C=C/C2C=CC=CC=2)=O)=CC=1.C1C=CC(/C=C/C(/C=C/C2C=CC=CC=2)=O)=CC=1.[Pd].[Pd].CC(C1C=C(C(C)C)C(C2C=CC=CC=2P(C2CCCCC2)C2CCCCC2)=C(C(C)C)C=1)C. The product is [Si:1]([O:8][N:9]=[C:10]1[C:18]2[C:13](=[CH:14][C:15]([NH:37][C:29]3[C:30]4[C:31](=[CH:32][N:33]=[CH:34][CH:35]=4)[O:36][C:28]=3[C:23]3[CH:24]=[CH:25][CH:26]=[CH:27][C:22]=3[C:21]([F:39])([F:38])[F:20])=[CH:16][CH:17]=2)[CH2:12][CH2:11]1)([C:4]([CH3:7])([CH3:6])[CH3:5])([CH3:3])[CH3:2]. The yield is 0.550. (3) The reactants are [CH3:1][O:2][C:3]1[CH:8]=[C:7]([O:9][CH3:10])[CH:6]=[CH:5][C:4]=1[C:11]1[N:12]([NH2:30])[C:13]([S:16][CH2:17][C:18]([C:20]2[CH:29]=[CH:28][C:23]3[NH:24][C:25](=[O:27])[O:26][C:22]=3[CH:21]=2)=O)=[N:14][N:15]=1.ClCC(C1C=CC2NC(=O)OC=2C=1)=O.NN1C(C2C=CC(OC)=CC=2OC)=NN=C1S. The catalyst is C(O)(C)C. The product is [O:27]=[C:25]1[NH:24][C:23]2[CH:28]=[CH:29][C:20]([C:18]3[CH2:17][S:16][C:13]4=[N:14][N:15]=[C:11]([C:4]5[CH:5]=[CH:6][C:7]([O:9][CH3:10])=[CH:8][C:3]=5[O:2][CH3:1])[N:12]4[N:30]=3)=[CH:21][C:22]=2[O:26]1. The yield is 0.920. (4) The reactants are Cl[C:2]1[C:3]2[C:10]([I:11])=[CH:9][N:8]([CH:12]3[CH2:16][CH2:15][CH2:14][CH2:13]3)[C:4]=2[N:5]=[CH:6][N:7]=1.[OH-].[NH3:18]. The catalyst is O1CCOCC1. The product is [CH:12]1([N:8]2[C:4]3[N:5]=[CH:6][N:7]=[C:2]([NH2:18])[C:3]=3[C:10]([I:11])=[CH:9]2)[CH2:16][CH2:15][CH2:14][CH2:13]1. The yield is 0.920. (5) The yield is 0.960. The reactants are [CH3:1][C:2]1[C:9]([CH3:10])=[CH:8][CH:7]=[C:6]([N+:11]([O-])=O)[C:3]=1[C:4]#[N:5]. The catalyst is C1COCC1.C(O)C.[Pd]. The product is [NH2:11][C:6]1[C:3]([C:4]#[N:5])=[C:2]([CH3:1])[C:9]([CH3:10])=[CH:8][CH:7]=1. (6) The reactants are C([N-]C(C)C)(C)C.[Li+].[CH3:9][C:10]1[CH:11]=[C:12]([NH:21][C:22]2[N:27]=[C:26]([C:28]([F:31])([F:30])[F:29])[CH:25]=[CH:24][N:23]=2)[CH:13]=[C:14]([C:16]2[S:20][CH:19]=[N:18][CH:17]=2)[CH:15]=1.CN([CH:35]=[O:36])C. The catalyst is C1COCC1.C(OCC)(=O)C. The product is [CH3:9][C:10]1[CH:15]=[C:14]([C:16]2[S:20][C:19]([CH:35]=[O:36])=[N:18][CH:17]=2)[CH:13]=[C:12]([NH:21][C:22]2[N:27]=[C:26]([C:28]([F:29])([F:31])[F:30])[CH:25]=[CH:24][N:23]=2)[CH:11]=1. The yield is 0.810. (7) The reactants are FC(F)(F)S(O[C:7]1[CH:8]=[CH:9][C:10]2[O:14][C:13]([C:15]3[CH:20]=[CH:19][C:18]([F:21])=[CH:17][CH:16]=3)=[C:12]([C:22](=[O:25])[NH:23][CH3:24])[C:11]=2[C:26]=1[F:27])(=O)=O.O1CCOCC1.B([C:39]1[CH:40]=[C:41]([CH:45]=[CH:46][C:47]=1[O:48][CH3:49])[C:42]([OH:44])=[O:43])(O)O.C(=O)([O-])[O-].[Cs+].[Cs+]. The catalyst is C1C=CC([P]([Pd]([P](C2C=CC=CC=2)(C2C=CC=CC=2)C2C=CC=CC=2)([P](C2C=CC=CC=2)(C2C=CC=CC=2)C2C=CC=CC=2)[P](C2C=CC=CC=2)(C2C=CC=CC=2)C2C=CC=CC=2)(C2C=CC=CC=2)C2C=CC=CC=2)=CC=1.O. The product is [F:27][C:26]1[C:11]2[C:12]([C:22](=[O:25])[NH:23][CH3:24])=[C:13]([C:15]3[CH:20]=[CH:19][C:18]([F:21])=[CH:17][CH:16]=3)[O:14][C:10]=2[CH:9]=[CH:8][C:7]=1[C:39]1[CH:40]=[C:41]([CH:45]=[CH:46][C:47]=1[O:48][CH3:49])[C:42]([OH:44])=[O:43]. The yield is 0.354.